From a dataset of Forward reaction prediction with 1.9M reactions from USPTO patents (1976-2016). Predict the product of the given reaction. (1) Given the reactants [F:1][C:2]1[C:7]([OH:8])=[C:6]([F:9])[C:5]([F:10])=[C:4]([F:11])[C:3]=1[F:12].C(N(CC)CC)C.[C:20](Cl)([Cl:22])=[O:21], predict the reaction product. The product is: [Cl:22][C:20]([O:8][C:7]1[C:2]([F:1])=[C:3]([F:12])[C:4]([F:11])=[C:5]([F:10])[C:6]=1[F:9])=[O:21]. (2) Given the reactants [CH2:1]([S:8][C:9]1[S:10][C:11]([CH:14]=[O:15])=[CH:12][N:13]=1)[C:2]1[CH:7]=[CH:6][CH:5]=[CH:4][CH:3]=1, predict the reaction product. The product is: [CH2:1]([S:8][C:9]1[S:10][C:11]([CH2:14][OH:15])=[CH:12][N:13]=1)[C:2]1[CH:7]=[CH:6][CH:5]=[CH:4][CH:3]=1.